This data is from Catalyst prediction with 721,799 reactions and 888 catalyst types from USPTO. The task is: Predict which catalyst facilitates the given reaction. (1) Reactant: [NH2:1][C:2]12[CH2:9][C:6]([C:10]([O:12][CH3:13])=[O:11])([CH2:7][CH2:8]1)[CH2:5][CH2:4][CH2:3]2.[CH3:14][C:15]1[N:20]=[C:19]([C:21](O)=[O:22])[CH:18]=[N:17][CH:16]=1.C1CN([P+](ON2N=NC3C=CC=CC2=3)(N2CCCC2)N2CCCC2)CC1.F[P-](F)(F)(F)(F)F.O. Product: [CH3:14][C:15]1[N:20]=[C:19]([C:21]([NH:1][C:2]23[CH2:9][C:6]([C:10]([O:12][CH3:13])=[O:11])([CH2:7][CH2:8]2)[CH2:5][CH2:4][CH2:3]3)=[O:22])[CH:18]=[N:17][CH:16]=1. The catalyst class is: 2. (2) Reactant: N[N:2]1[C:14]2[CH:13]=[N:12][CH:11]=[CH:10][C:9]=2[C:8]2[C:3]1=[CH:4][C:5](Cl)=[CH:6][CH:7]=2.[F:16][C:17]1[CH:18]=[C:19]([CH:23]=[CH:24][C:25]=1[F:26])[C:20](Cl)=O.[OH-:27].[Na+].[ClH:29].[N:30]1C=CC=CC=1. Product: [Cl:29][C:6]1[CH:7]=[C:8]2[C:3](=[C:4]([NH:30][C:20](=[O:27])[C:19]3[CH:23]=[CH:24][C:25]([F:26])=[C:17]([F:16])[CH:18]=3)[CH:5]=1)[NH:2][C:14]1[CH:13]=[N:12][CH:11]=[CH:10][C:9]2=1. The catalyst class is: 6. (3) Reactant: [CH3:1][C:2]1[CH:3]=[C:4]([N:11]2[N:15]=[CH:14][CH:13]=[N:12]2)[C:5]([C:8]([O-:10])=[O:9])=[N:6][CH:7]=1.[Na+].[OH-].[Na+]. Product: [CH3:1][C:2]1[CH:3]=[C:4]([N:11]2[N:12]=[CH:13][CH:14]=[N:15]2)[C:5]([C:8]([OH:10])=[O:9])=[N:6][CH:7]=1. The catalyst class is: 14. (4) Reactant: [O:1]=[C:2]([CH2:13][CH2:14][CH2:15][CH2:16][CH2:17][C:18]([CH3:22])([CH3:21])[CH2:19][OH:20])[CH2:3][CH2:4][CH2:5][CH2:6][CH2:7][C:8]([CH3:12])([CH3:11])[CH2:9][OH:10].[BH4-].[Na+].C(OCC)(=O)C.Cl. Product: [CH3:21][C:18]([CH3:22])([CH2:17][CH2:16][CH2:15][CH2:14][CH2:13][CH:2]([OH:1])[CH2:3][CH2:4][CH2:5][CH2:6][CH2:7][C:8]([CH3:12])([CH3:11])[CH2:9][OH:10])[CH2:19][OH:20]. The catalyst class is: 252. (5) Reactant: [H-].[Na+].[CH3:3][S:4]([NH2:7])(=[O:6])=[O:5].[CH:8]([C@@H:11]1[CH2:15][O:14][C:13](=[O:16])[N:12]1[C:17]1[CH:18]=[C:19]([CH:23]2[C:32]([CH3:34])([CH3:33])[CH2:31][C:30]3[C:25](=[CH:26][CH:27]=[C:28]([C:35](O)=[O:36])[CH:29]=3)[NH:24]2)[CH:20]=[CH:21][CH:22]=1)([CH3:10])[CH3:9].C(N1C=CN=C1)(N1C=CN=C1)=O. Product: [CH:8]([C@@H:11]1[CH2:15][O:14][C:13](=[O:16])[N:12]1[C:17]1[CH:18]=[C:19]([CH:23]2[C:32]([CH3:34])([CH3:33])[CH2:31][C:30]3[C:25](=[CH:26][CH:27]=[C:28]([C:35]([NH:7][S:4]([CH3:3])(=[O:6])=[O:5])=[O:36])[CH:29]=3)[NH:24]2)[CH:20]=[CH:21][CH:22]=1)([CH3:10])[CH3:9]. The catalyst class is: 9. (6) Reactant: [NH2:1][CH2:2][CH2:3]O.C(N(CC)CC)C.[F:22][C:21]([F:24])([F:23])[S:18](O[S:18]([C:21]([F:24])([F:23])[F:22])(=[O:20])=[O:19])(=[O:20])=[O:19].[NH2:27][C@H:28]1[CH2:33][CH2:32][C@H:31]([CH2:34][NH:35][C:36](=[O:51])[C:37]2[CH:42]=[C:41]([C:43]([F:46])([F:45])[F:44])[CH:40]=[C:39]([C:47]([F:50])([F:49])[F:48])[CH:38]=2)[CH2:30][CH2:29]1. Product: [F:44][C:43]([F:45])([F:46])[C:41]1[CH:42]=[C:37]([CH:38]=[C:39]([C:47]([F:48])([F:49])[F:50])[CH:40]=1)[C:36]([NH:35][CH2:34][C@H:31]1[CH2:30][CH2:29][C@H:28]([NH:27][CH2:3][CH2:2][NH:1][S:18]([C:21]([F:22])([F:23])[F:24])(=[O:19])=[O:20])[CH2:33][CH2:32]1)=[O:51]. The catalyst class is: 2. (7) Reactant: Cl.C(N=C=NCCCN(C)C)C.[Cl:13][C:14]1[C:15]([O:24][C:25]2[CH:30]=[C:29]([O:31][CH2:32][CH2:33][C:34]3([CH3:39])[O:38][CH2:37][CH2:36][O:35]3)[CH:28]=[CH:27][C:26]=2/[CH:40]=[CH:41]/[C:42](O)=[O:43])=[N:16][CH:17]=[C:18]([C:20]([F:23])([F:22])[F:21])[CH:19]=1.[CH2:45]([S:50]([NH2:53])(=[O:52])=[O:51])[CH2:46][CH2:47][CH2:48][CH3:49].Cl. Product: [Cl:13][C:14]1[C:15]([O:24][C:25]2[CH:30]=[C:29]([O:31][CH2:32][CH2:33][C:34]3([CH3:39])[O:38][CH2:37][CH2:36][O:35]3)[CH:28]=[CH:27][C:26]=2/[CH:40]=[CH:41]/[C:42]([NH:53][S:50]([CH2:45][CH2:46][CH2:47][CH2:48][CH3:49])(=[O:52])=[O:51])=[O:43])=[N:16][CH:17]=[C:18]([C:20]([F:21])([F:22])[F:23])[CH:19]=1. The catalyst class is: 594.